This data is from Full USPTO retrosynthesis dataset with 1.9M reactions from patents (1976-2016). The task is: Predict the reactants needed to synthesize the given product. (1) Given the product [CH2:1]([N:8]1[CH2:9][CH:10]2[CH2:16][CH:14]([CH2:13][N:12]([C:18]#[N:17])[CH2:11]2)[CH2:15]1)[C:2]1[CH:7]=[CH:6][CH:5]=[CH:4][CH:3]=1, predict the reactants needed to synthesize it. The reactants are: [CH2:1]([N:8]1[CH2:15][CH:14]2[CH2:16][CH:10]([CH2:11][NH:12][CH2:13]2)[CH2:9]1)[C:2]1[CH:7]=[CH:6][CH:5]=[CH:4][CH:3]=1.[N:17]#[C:18]Br. (2) Given the product [NH2:19][C:20]1[N:21]=[C:22]([NH:32][CH:33]2[CH2:38][CH2:37][CH2:36][N:35]([C:2]3[C:7]([C:8]#[N:9])=[CH:6][CH:5]=[C:4]([C:10]4[CH:15]=[CH:14][C:13]([Cl:16])=[CH:12][C:11]=4[Cl:17])[N:3]=3)[CH2:34]2)[CH:23]=[CH:24][C:25]=1[C:26](=[O:31])[C:27]([F:30])([F:29])[F:28], predict the reactants needed to synthesize it. The reactants are: Cl[C:2]1[C:7]([C:8]#[N:9])=[CH:6][CH:5]=[C:4]([C:10]2[CH:15]=[CH:14][C:13]([Cl:16])=[CH:12][C:11]=2[Cl:17])[N:3]=1.Cl.[NH2:19][C:20]1[C:25]([C:26](=[O:31])[C:27]([F:30])([F:29])[F:28])=[CH:24][CH:23]=[C:22]([NH:32][CH:33]2[CH2:38][CH2:37][CH2:36][NH:35][CH2:34]2)[N:21]=1.C(N(CC)C(C)C)(C)C. (3) Given the product [Si:1]([O:8][CH2:9][CH2:10][O:11][NH:12][C:13](=[O:33])[C:14]1[CH:19]=[C:18]([CH:20]=[N:35][OH:36])[C:17]([F:22])=[C:16]([F:23])[C:15]=1[NH:24][C:25]1[CH:30]=[CH:29][C:28]([I:31])=[CH:27][C:26]=1[F:32])([C:4]([CH3:6])([CH3:5])[CH3:7])([CH3:2])[CH3:3], predict the reactants needed to synthesize it. The reactants are: [Si:1]([O:8][CH2:9][CH2:10][O:11][NH:12][C:13](=[O:33])[C:14]1[CH:19]=[C:18]([CH:20]=O)[C:17]([F:22])=[C:16]([F:23])[C:15]=1[NH:24][C:25]1[CH:30]=[CH:29][C:28]([I:31])=[CH:27][C:26]=1[F:32])([C:4]([CH3:7])([CH3:6])[CH3:5])([CH3:3])[CH3:2].Cl.[NH2:35][OH:36].C(=O)(O)[O-].[Na+].O. (4) Given the product [NH2:18][C:19]([CH3:33])([CH3:32])[CH2:20][CH2:21][CH2:22][C:2]1[CH:7]=[CH:6][CH:5]=[CH:4][N:3]=1, predict the reactants needed to synthesize it. The reactants are: Br[C:2]1[CH:7]=[CH:6][CH:5]=[CH:4][N:3]=1.C(OC([NH:18][C:19]([CH3:33])([CH3:32])[CH2:20][CH2:21][CH2:22]B1C2CCCC1CCC2)=O)C1C=CC=CC=1.C1COCC1.C(=O)([O-])[O-].[K+].[K+].[OH-].[Na+].